Dataset: Catalyst prediction with 721,799 reactions and 888 catalyst types from USPTO. Task: Predict which catalyst facilitates the given reaction. (1) Reactant: Br[C:2]1[N:6]2[N:7]=[CH:8][C:9]([C:11]([F:14])([F:13])[F:12])=[N:10][C:5]2=[N:4][CH:3]=1.[Cl:15][C:16]1[CH:21]=[CH:20][C:19](B2OCC(C)(C)CO2)=[CH:18][C:17]=1[C:30]1[CH:31]=[N:32][CH:33]=[CH:34][CH:35]=1.C([O-])([O-])=O.[Na+].[Na+]. Product: [Cl:15][C:16]1[CH:21]=[CH:20][C:19]([C:2]2[N:6]3[N:7]=[CH:8][C:9]([C:11]([F:14])([F:13])[F:12])=[N:10][C:5]3=[N:4][CH:3]=2)=[CH:18][C:17]=1[C:30]1[CH:31]=[N:32][CH:33]=[CH:34][CH:35]=1. The catalyst class is: 57. (2) Reactant: Cl.[Cl:2][C:3]1[CH:8]=[C:7]([Cl:9])[CH:6]=[CH:5][C:4]=1/[C:10](/[CH2:40][CH3:41])=[C:11](\[C:27]1[CH:32]=[CH:31][C:30](/[CH:33]=[CH:34]/[C:35]([O:37][CH2:38][CH3:39])=[O:36])=[CH:29][CH:28]=1)/[C:12]1[CH:13]=[C:14]2[C:18](=[CH:19][CH:20]=1)[N:17](C1CCCCO1)[N:16]=[CH:15]2. Product: [Cl:2][C:3]1[CH:8]=[C:7]([Cl:9])[CH:6]=[CH:5][C:4]=1/[C:10](/[CH2:40][CH3:41])=[C:11](\[C:27]1[CH:32]=[CH:31][C:30](/[CH:33]=[CH:34]/[C:35]([O:37][CH2:38][CH3:39])=[O:36])=[CH:29][CH:28]=1)/[C:12]1[CH:13]=[C:14]2[C:18](=[CH:19][CH:20]=1)[NH:17][N:16]=[CH:15]2. The catalyst class is: 511. (3) Reactant: Br[C:2]1[C:10]2[C:5](=[CH:6][CH:7]=[CH:8][CH:9]=2)[NH:4][C:3]=1[C:11]1[CH:16]=[CH:15][CH:14]=[CH:13][CH:12]=1.[N+:17]([C:20]1[CH:21]=[C:22](B(O)O)[CH:23]=[CH:24][CH:25]=1)([O-:19])=[O:18].[OH-].[Ba+2].[OH-]. Product: [N+:17]([C:20]1[CH:25]=[C:24]([C:2]2[C:10]3[C:5](=[CH:6][CH:7]=[CH:8][CH:9]=3)[NH:4][C:3]=2[C:11]2[CH:16]=[CH:15][CH:14]=[CH:13][CH:12]=2)[CH:23]=[CH:22][CH:21]=1)([O-:19])=[O:18]. The catalyst class is: 104. (4) Reactant: [NH2:1][C:2]1[N:10]=[C:9]([O:11][CH2:12][CH2:13][CH2:14][CH3:15])[N:8]=[C:7]2[C:3]=1[N:4]=[C:5]([O:28]C)[N:6]2[CH2:16][CH2:17][CH2:18][N:19]1[CH2:24][CH2:23][N:22]([CH2:25][CH2:26][OH:27])[CH2:21][CH2:20]1.Cl. Product: [NH2:1][C:2]1[N:10]=[C:9]([O:11][CH2:12][CH2:13][CH2:14][CH3:15])[N:8]=[C:7]2[C:3]=1[NH:4][C:5](=[O:28])[N:6]2[CH2:16][CH2:17][CH2:18][N:19]1[CH2:24][CH2:23][N:22]([CH2:25][CH2:26][OH:27])[CH2:21][CH2:20]1. The catalyst class is: 71. (5) Reactant: [Br:1][C:2]1[CH:9]=[CH:8][CH:7]=[C:6]([N:10]2[CH:14]=[CH:13][N:12]([C:15]3[CH:20]=[CH:19][C:18]([CH3:21])=[CH:17][CH:16]=3)[C:11]2=[O:22])[C:3]=1[CH:4]=[O:5].[BH4-].[Na+]. Product: [Br:1][C:2]1[C:3]([CH2:4][OH:5])=[C:6]([N:10]2[CH:14]=[CH:13][N:12]([C:15]3[CH:20]=[CH:19][C:18]([CH3:21])=[CH:17][CH:16]=3)[C:11]2=[O:22])[CH:7]=[CH:8][CH:9]=1. The catalyst class is: 5. (6) Reactant: [Cl:1][C:2]1[CH:7]=[C:6]([F:8])[CH:5]=[CH:4][C:3]=1[CH3:9].[N+:10]([O-])([O-:12])=[O:11].[K+]. Product: [Cl:1][C:2]1[CH:7]=[C:6]([F:8])[C:5]([N+:10]([O-:12])=[O:11])=[CH:4][C:3]=1[CH3:9]. The catalyst class is: 82. (7) Reactant: [C:1]1([CH2:7][O:8][C:9]2[C:19]3[O:18][CH2:17][CH2:16][NH:15][CH2:14][C:13]=3[CH:12]=[CH:11][CH:10]=2)[CH:6]=[CH:5][CH:4]=[CH:3][CH:2]=1.[O:20](C(OC(C)(C)C)=O)[C:21]([O:23][C:24]([CH3:27])([CH3:26])[CH3:25])=O. The catalyst class is: 2. Product: [C:1]1([CH2:7][O:8][C:9]2[C:19]3[O:18][CH2:17][CH2:16][N:15]([C:21]([O:23][C:24]([CH3:27])([CH3:26])[CH3:25])=[O:20])[CH2:14][C:13]=3[CH:12]=[CH:11][CH:10]=2)[CH:6]=[CH:5][CH:4]=[CH:3][CH:2]=1. (8) Reactant: [CH2:1]([O:8][CH:9]1[CH2:14][CH2:13][C:12](=O)[CH2:11][CH2:10]1)[C:2]1[CH:7]=[CH:6][CH:5]=[CH:4][CH:3]=1.Cl.[CH3:17][NH2:18].[C-:19]#[N:20].[Na+].O1CCOCC1. Product: [CH2:1]([O:8][CH:9]1[CH2:14][CH2:13][C:12]([NH:20][CH3:19])([C:17]#[N:18])[CH2:11][CH2:10]1)[C:2]1[CH:7]=[CH:6][CH:5]=[CH:4][CH:3]=1. The catalyst class is: 6. (9) Reactant: [CH3:1][O:2][C:3]1[CH:4]=[C:5]([CH:10]=[CH:11][C:12]=1[N+:13]([O-:15])=[O:14])[C:6]([NH:8][NH2:9])=O.[C:16]([NH2:19])(=S)[CH3:17]. Product: [CH3:1][O:2][C:3]1[CH:4]=[C:5]([C:6]2[NH:19][C:16]([CH3:17])=[N:9][N:8]=2)[CH:10]=[CH:11][C:12]=1[N+:13]([O-:15])=[O:14]. The catalyst class is: 17. (10) Reactant: [CH2:1]1[CH:5]2[CH2:6][NH:7][CH2:8][CH:4]2[CH2:3][N:2]1[C:9]([O:11][C:12]([CH3:15])([CH3:14])[CH3:13])=[O:10].Cl[C:17]1[CH:18]=[CH:19][C:20]2[N:21]([C:23]([C:26]([F:29])([F:28])[F:27])=[N:24][N:25]=2)[N:22]=1.C(N(C(C)C)CC)(C)C. Product: [F:28][C:26]([F:27])([F:29])[C:23]1[N:21]2[N:22]=[C:17]([N:7]3[CH2:6][CH:5]4[CH2:1][N:2]([C:9]([O:11][C:12]([CH3:15])([CH3:14])[CH3:13])=[O:10])[CH2:3][CH:4]4[CH2:8]3)[CH:18]=[CH:19][C:20]2=[N:25][N:24]=1. The catalyst class is: 8.